The task is: Predict the reactants needed to synthesize the given product.. This data is from Full USPTO retrosynthesis dataset with 1.9M reactions from patents (1976-2016). (1) Given the product [NH:2]([C:6](=[O:5])[C:7]([NH:9][C:10]1[CH:15]=[CH:14][C:13]([C@H:16]2[CH2:21][CH2:20][C@H:19]([CH:22]([CH3:28])[C:23]([O:25][CH2:26][CH3:27])=[O:24])[CH2:18][CH2:17]2)=[CH:12][CH:11]=1)=[O:8])[NH2:3], predict the reactants needed to synthesize it. The reactants are: O.[NH2:2][NH2:3].C[O:5][C:6](=O)[C:7]([NH:9][C:10]1[CH:15]=[CH:14][C:13]([C@H:16]2[CH2:21][CH2:20][C@H:19]([CH:22]([CH3:28])[C:23]([O:25][CH2:26][CH3:27])=[O:24])[CH2:18][CH2:17]2)=[CH:12][CH:11]=1)=[O:8]. (2) Given the product [CH3:30][S:31]([C:2]1[CH:3]=[CH:4][C:5]([C:8]2[CH:13]=[CH:12][C:11]([O:14][CH2:15][CH:16]3[CH2:21][CH2:20][N:19]([C:22]([O:24][C:25]([CH3:28])([CH3:27])[CH3:26])=[O:23])[CH2:18][CH2:17]3)=[CH:10][CH:9]=2)=[N:6][CH:7]=1)(=[O:33])=[O:32], predict the reactants needed to synthesize it. The reactants are: Br[C:2]1[CH:3]=[CH:4][C:5]([C:8]2[CH:13]=[CH:12][C:11]([O:14][CH2:15][CH:16]3[CH2:21][CH2:20][N:19]([C:22]([O:24][C:25]([CH3:28])([CH3:27])[CH3:26])=[O:23])[CH2:18][CH2:17]3)=[CH:10][CH:9]=2)=[N:6][CH:7]=1.[Na+].[CH3:30][S:31]([O-:33])=[O:32].N1CCC[C@H]1C(O)=O.[OH-].[Na+].